Predict the reactants needed to synthesize the given product. From a dataset of Full USPTO retrosynthesis dataset with 1.9M reactions from patents (1976-2016). (1) Given the product [CH:18]1[CH:23]=[CH:22][C:21](/[CH:4]=[CH:5]/[C:6]([NH2:7])=[O:13])=[CH:20][CH:19]=1, predict the reactants needed to synthesize it. The reactants are: Cl.CN(C)[CH2:4][CH2:5][CH2:6][N:7]=C=NCC.[OH2:13].ON1[C:19]2[CH:20]=[CH:21][CH:22]=[CH:23][C:18]=2N=N1. (2) Given the product [I:16][C:15]1[C:9]2[C:10](=[N:11][CH:12]=[C:7]([C:5]3[CH:4]=[N:3][N:2]([CH3:1])[CH:6]=3)[CH:8]=2)[NH:13][CH:14]=1, predict the reactants needed to synthesize it. The reactants are: [CH3:1][N:2]1[CH:6]=[C:5]([C:7]2[CH:8]=[C:9]3[CH:15]=[CH:14][NH:13][C:10]3=[N:11][CH:12]=2)[CH:4]=[N:3]1.[I:16]N1C(=O)CCC1=O.